From a dataset of Experimentally validated miRNA-target interactions with 360,000+ pairs, plus equal number of negative samples. Binary Classification. Given a miRNA mature sequence and a target amino acid sequence, predict their likelihood of interaction. (1) The miRNA is rno-miR-152-3p with sequence UCAGUGCAUGACAGAACUUGG. The protein sequence of the target gene is MLGLRPPLLALVGLLSLGCVLSQECTKFKVSSCRECIESGPGCTWCQKLNFTGPGDPDSIRCDTRPQLLMRGCAADDIMDPTSLAETQEDHNGGQKQLSPQKVTLYLRPGQAAAFNVTFRRAKGYPIDLYYLMDLSYSMLDDLRNVKKLGGDLLRALNEITESGRIGFGSFVDKTVLPFVNTHPDKLRNPCPNKEKECQPPFAFRHVLKLTNNSNQFQTEVGKQLISGNLDAPEGGLDAMMQVAACPEEIGWRNVTRLLVFATDDGFHFAGDGKLGAILTPNDGRCHLEDNLYKRSNEFD.... Result: 0 (no interaction). (2) The miRNA is mmu-miR-1264-3p with sequence CAAAUCUUAUUUGAGCACCUGU. The protein sequence of the target gene is MASEKPGPGPGLEPQPVGLIAVGAAGGGGGGSGGGGTGGSGMGELRGASGSGSVMLPAGMINPSVPIRNIRMKFAVLIGLIQVGEVSNRDIVETVLNLLVGGEFDLEMNFIIQDAESITCMTELLEHCDVTCQAEIWSMFTAILRKSVRNLQTSTEVGLIEQVLLKMSAVDDMIADLLVDMLGVLASYSITVKELKLLFSMLRGESGIWPRHAVKLLSVLNQMPQRHGPDTFFNFPGCSAAAIALPPIAKWPYQNGFTLNTWFRMDPLNNINVDKDKPYLYCFRTSKGVGYSAHFVGNCL.... Result: 0 (no interaction). (3) The miRNA is mmu-miR-122-5p with sequence UGGAGUGUGACAAUGGUGUUUG. The protein sequence of the target gene is MRVKPQGLVVTSSAVCSSPDYLREPKYYPGGPPTPRPLLPTRPPASPPDKAFSTHTFSENPRPPPRRDPSSRRPPVLAKGDDLLPPRAARPVSQAHCPSPAPDNSSLRHWDNGRVNLRPVVQLIDIMKDLTRLSQDLQHSGVHLDCGGLRLSRPPAPPPGDLQYSFFSSPSLANSIRSPEERANPHTKSERPSHPLYEPEPEPRDSPQPGQGHGPGAAATATGLPPEPEPDGPDYSELADADILSELASLTCPEAQLLEAQALEPPSPQPEPQLLDPQPRFLDPQALEPLGEGLELPPLQ.... Result: 0 (no interaction).